Dataset: Full USPTO retrosynthesis dataset with 1.9M reactions from patents (1976-2016). Task: Predict the reactants needed to synthesize the given product. (1) Given the product [CH3:1][O:2][C:3]1[C:4](=[O:29])[C:5]([CH3:28])=[C:6]([CH2:12][C:13]2[CH:14]=[CH:15][C:16]([C:22]3[CH:23]=[N:24][CH:25]=[CH:26][CH:27]=3)=[C:17]([CH:21]=2)[C:18]([N:30]2[CH2:35][CH2:34][O:33][CH2:32][CH2:31]2)=[O:19])[C:7](=[O:11])[C:8]=1[O:9][CH3:10], predict the reactants needed to synthesize it. The reactants are: [CH3:1][O:2][C:3]1[C:4](=[O:29])[C:5]([CH3:28])=[C:6]([CH2:12][C:13]2[CH:14]=[CH:15][C:16]([C:22]3[CH:23]=[N:24][CH:25]=[CH:26][CH:27]=3)=[C:17]([CH:21]=2)[C:18](O)=[O:19])[C:7](=[O:11])[C:8]=1[O:9][CH3:10].[NH:30]1[CH2:35][CH2:34][O:33][CH2:32][CH2:31]1.CCN=C=NCCCN(C)C.Cl. (2) Given the product [F:1][C:2]1[CH:37]=[CH:36][CH:35]=[CH:34][C:3]=1[CH2:4][NH:5][C:6](=[O:33])[CH2:7][CH:8]1[N:14]([C:15](=[O:22])[C:16]2[CH:17]=[CH:18][N+:19]([O-:46])=[CH:20][CH:21]=2)[CH2:13][C:12]2[CH:23]=[CH:24][CH:25]=[CH:26][C:11]=2[N:10]([CH2:27][C:28]([CH3:31])([CH3:30])[CH3:29])[C:9]1=[O:32], predict the reactants needed to synthesize it. The reactants are: [F:1][C:2]1[CH:37]=[CH:36][CH:35]=[CH:34][C:3]=1[CH2:4][NH:5][C:6](=[O:33])[CH2:7][CH:8]1[N:14]([C:15](=[O:22])[C:16]2[CH:21]=[CH:20][N:19]=[CH:18][CH:17]=2)[CH2:13][C:12]2[CH:23]=[CH:24][CH:25]=[CH:26][C:11]=2[N:10]([CH2:27][C:28]([CH3:31])([CH3:30])[CH3:29])[C:9]1=[O:32].ClC1C=CC=C(C(OO)=[O:46])C=1. (3) Given the product [OH:7][N:6]1[C:8](=[O:9])[C@H:16]2[C@H:11]([CH2:12][CH:13]=[CH:14][CH2:15]2)[C:10]1=[O:17], predict the reactants needed to synthesize it. The reactants are: S(O)(O)(=O)=O.[NH2:6][OH:7].[C:8]1(=O)[C@@H:16]2[C@@H:11]([CH2:12][CH:13]=[CH:14][CH2:15]2)[C:10](=[O:17])[O:9]1.[OH-].[Na+]. (4) Given the product [CH2:1]([N:8]1[CH2:14][CH:13]2[CH2:15][CH:10]([CH2:11][CH:12]2[OH:16])[CH2:9]1)[C:2]1[CH:3]=[CH:4][CH:5]=[CH:6][CH:7]=1, predict the reactants needed to synthesize it. The reactants are: [CH2:1]([N:8]1[CH2:14][CH:13]2[CH2:15][CH:10]([CH2:11][CH:12]2[O:16]C(=O)C)[CH2:9]1)[C:2]1[CH:7]=[CH:6][CH:5]=[CH:4][CH:3]=1.[OH-].[K+]. (5) Given the product [C:26]1([C:32]2[CH:33]=[CH:34][C:35]([C:36]([N:23]3[CH2:24][CH2:25][N:20]([CH2:19][C:17]4[CH:16]=[CH:15][N:14]=[C:13]([C:5]5[CH:6]=[C:7]([O:11][CH3:12])[C:8]([O:9][CH3:10])=[C:3]([O:2][CH3:1])[CH:4]=5)[CH:18]=4)[CH2:21][CH2:22]3)=[O:37])=[CH:39][CH:40]=2)[CH:27]=[CH:28][CH:29]=[CH:30][CH:31]=1, predict the reactants needed to synthesize it. The reactants are: [CH3:1][O:2][C:3]1[CH:4]=[C:5]([C:13]2[CH:18]=[C:17]([CH2:19][N:20]3[CH2:25][CH2:24][NH:23][CH2:22][CH2:21]3)[CH:16]=[CH:15][N:14]=2)[CH:6]=[C:7]([O:11][CH3:12])[C:8]=1[O:9][CH3:10].[C:26]1([C:32]2[CH:40]=[CH:39][C:35]([C:36](Cl)=[O:37])=[CH:34][CH:33]=2)[CH:31]=[CH:30][CH:29]=[CH:28][CH:27]=1.